From a dataset of Catalyst prediction with 721,799 reactions and 888 catalyst types from USPTO. Predict which catalyst facilitates the given reaction. (1) Reactant: C([N:8]1[CH2:13][CH2:12][N:11]([C:14]([O:16][C:17]([CH3:20])([CH3:19])[CH3:18])=[O:15])[CH2:10][C@H:9]1[CH2:21]Br)C1C=CC=CC=1.[CH3:23][C:24]1[CH:25]=[N:26][NH:27][CH:28]=1.[H-].[Na+].C(=O)([O-])O.[Na+]. Product: [CH3:23][C:24]1[CH:25]=[N:26][N:27]([CH2:21][C@H:9]2[NH:8][CH2:13][CH2:12][N:11]([C:14]([O:16][C:17]([CH3:18])([CH3:19])[CH3:20])=[O:15])[CH2:10]2)[CH:28]=1. The catalyst class is: 3. (2) Reactant: [NH2:1][C:2]1[N:7]=[C:6](Cl)[N:5]=[C:4]([C:9]#[N:10])[N:3]=1.CS(C)=O.C(N(C(C)C)CC)(C)C.[CH3:24][NH:25][C:26]1[CH:31]=[CH:30][CH:29]=[C:28]([CH3:32])[CH:27]=1. Product: [C:9]([C:4]1[N:3]=[C:2]([NH2:1])[N:7]=[C:6]([N:25]([CH3:24])[C:26]2[CH:31]=[CH:30][CH:29]=[C:28]([CH3:32])[CH:27]=2)[N:5]=1)#[N:10]. The catalyst class is: 13. (3) Reactant: [H-].[Na+].[Cl:3][C:4]1[C:5]([NH2:14])=[N:6][CH:7]=[C:8]([C:10]([F:13])([F:12])[F:11])[CH:9]=1.Cl[S:16]([C:19]1[CH:20]=[C:21]([CH:26]=[CH:27][CH:28]=1)[C:22]([O:24][CH3:25])=[O:23])(=[O:18])=[O:17].Cl. Product: [Cl:3][C:4]1[C:5]([NH:14][S:16]([C:19]2[CH:20]=[C:21]([CH:26]=[CH:27][CH:28]=2)[C:22]([O:24][CH3:25])=[O:23])(=[O:18])=[O:17])=[N:6][CH:7]=[C:8]([C:10]([F:13])([F:11])[F:12])[CH:9]=1. The catalyst class is: 1.